From a dataset of Catalyst prediction with 721,799 reactions and 888 catalyst types from USPTO. Predict which catalyst facilitates the given reaction. (1) Reactant: C[Mg]Br.O1CCC[CH2:5]1.[C:9]([C:12]1[CH:30]=[C:15]2[C:16]([C:22]3[CH:23]([CH3:29])[CH2:24][C:25](=[O:28])[NH:26][N:27]=3)=[CH:17][CH:18]=[C:19]([O:20][CH3:21])[N:14]2[N:13]=1)(=[O:11])[CH3:10]. Product: [OH:11][C:9]([C:12]1[CH:30]=[C:15]2[C:16]([C:22]3[CH:23]([CH3:29])[CH2:24][C:25](=[O:28])[NH:26][N:27]=3)=[CH:17][CH:18]=[C:19]([O:20][CH3:21])[N:14]2[N:13]=1)([CH3:5])[CH3:10]. The catalyst class is: 1. (2) Reactant: C[O:2][C:3](=[O:24])[CH:4]([C:11]1[CH:16]=[CH:15][C:14]([S:17]([CH3:20])(=[O:19])=[O:18])=[C:13]([N+:21]([O-:23])=[O:22])[CH:12]=1)[CH2:5][CH:6]1[CH2:10][CH2:9][CH2:8][CH2:7]1.[OH-].[Li+].Cl.C(OCC)(=O)C. Product: [CH:6]1([CH2:5][CH:4]([C:11]2[CH:16]=[CH:15][C:14]([S:17]([CH3:20])(=[O:19])=[O:18])=[C:13]([N+:21]([O-:23])=[O:22])[CH:12]=2)[C:3]([OH:24])=[O:2])[CH2:10][CH2:9][CH2:8][CH2:7]1. The catalyst class is: 30. (3) Reactant: [CH2:1]([O:3][C:4]1[CH:5]=[C:6]([C@H:12]([NH2:18])[CH2:13][S:14]([CH3:17])(=[O:16])=[O:15])[CH:7]=[CH:8][C:9]=1[O:10][CH3:11])[CH3:2].C[O:20][C:21](=O)[C:22]1[C:27]([NH:28][C:29]([CH:31]2[CH2:33][CH2:32]2)=[O:30])=[CH:26][CH:25]=[C:24]([Br:34])[C:23]=1[CH2:35]Br.C(N(CC)CC)C. Product: [Br:34][C:24]1[CH:25]=[CH:26][C:27]([NH:28][C:29]([CH:31]2[CH2:32][CH2:33]2)=[O:30])=[C:22]2[C:23]=1[CH2:35][N:18]([C@@H:12]([C:6]1[CH:7]=[CH:8][C:9]([O:10][CH3:11])=[C:4]([O:3][CH2:1][CH3:2])[CH:5]=1)[CH2:13][S:14]([CH3:17])(=[O:16])=[O:15])[C:21]2=[O:20]. The catalyst class is: 3. (4) Reactant: [Br:1][CH2:2][CH2:3][CH2:4][CH2:5][C:6]([CH3:13])([CH3:12])[C:7](OCC)=[O:8].[Li+].[BH4-].CO. Product: [Br:1][CH2:2][CH2:3][CH2:4][CH2:5][C:6]([CH3:13])([CH3:12])[CH2:7][OH:8]. The catalyst class is: 2. (5) Reactant: [CH3:1][O:2][C:3]([C:5]1[CH:6]=[CH:7][C:8]2[S:12][C:11]([NH:13][CH:14]3[CH2:19][CH2:18][NH:17][CH2:16][CH2:15]3)=[N:10][C:9]=2[CH:20]=1)=[O:4].[CH2:21]([O:23][C:24]1[CH:29]=[C:28]([CH:30]=O)[CH:27]=[C:26]([O:32][CH2:33][CH3:34])[C:25]=1[C:35]1[CH:40]=[CH:39][C:38]([F:41])=[CH:37][CH:36]=1)[CH3:22].C([BH3-])#N.[Na+].C(N(C(C)C)C(C)C)C. Product: [CH3:1][O:2][C:3]([C:5]1[CH:6]=[CH:7][C:8]2[S:12][C:11]([NH:13][CH:14]3[CH2:15][CH2:16][N:17]([CH2:30][C:28]4[CH:27]=[C:26]([O:32][CH2:33][CH3:34])[C:25]([C:35]5[CH:40]=[CH:39][C:38]([F:41])=[CH:37][CH:36]=5)=[C:24]([O:23][CH2:21][CH3:22])[CH:29]=4)[CH2:18][CH2:19]3)=[N:10][C:9]=2[CH:20]=1)=[O:4]. The catalyst class is: 212. (6) Reactant: [NH2:1][S:2]([C:5]1[CH:10]=[CH:9][C:8]([N:11]2[C:15]([CH2:16][C:17]3[CH:22]=[CH:21][CH:20]=[CH:19][CH:18]=3)=[N:14][C:13](C(O)=O)=[N:12]2)=[C:7]([F:26])[CH:6]=1)(=[O:4])=[O:3]. Product: [CH2:16]([C:15]1[N:11]([C:8]2[CH:9]=[CH:10][C:5]([S:2]([NH2:1])(=[O:3])=[O:4])=[CH:6][C:7]=2[F:26])[N:12]=[CH:13][N:14]=1)[C:17]1[CH:22]=[CH:21][CH:20]=[CH:19][CH:18]=1. The catalyst class is: 400.